Dataset: Forward reaction prediction with 1.9M reactions from USPTO patents (1976-2016). Task: Predict the product of the given reaction. (1) Given the reactants C[O:2][CH:3](OC)[C:4]1[C:5]([F:23])=[C:6]([CH:18]=[C:19]([O:21][CH3:22])[CH:20]=1)[CH2:7][O:8][CH2:9][CH2:10][O:11]C1CCCCO1.C1(C)C=CC(S(O)(=O)=O)=CC=1, predict the reaction product. The product is: [F:23][C:5]1[C:6]([CH2:7][O:8][CH2:9][CH2:10][OH:11])=[CH:18][C:19]([O:21][CH3:22])=[CH:20][C:4]=1[CH:3]=[O:2]. (2) Given the reactants O1C=CC=C1[C:6]1[C:14]2[C:13]([NH:15][CH3:16])=[N:12][CH:11]=[N:10][C:9]=2[N:8]([C@@H:17]2[O:23][C@H:22]([CH2:24][OH:25])[C@@H:20]([OH:21])[C@H:18]2[OH:19])[CH:7]=1.IC1C2C(NC)=NC=NC=2N([C@@H]2O[C@H](CO)[C@@H](O)[C@H]2O)C=1.[S:47]1[CH:51]=[CH:50][C:49](B(O)O)=[CH:48]1, predict the reaction product. The product is: [CH3:16][NH:15][C:13]1[C:14]2[C:6]([C:49]3[CH:50]=[CH:51][S:47][CH:48]=3)=[CH:7][N:8]([C@@H:17]3[O:23][C@H:22]([CH2:24][OH:25])[C@@H:20]([OH:21])[C@H:18]3[OH:19])[C:9]=2[N:10]=[CH:11][N:12]=1. (3) Given the reactants [H-].[Na+].[NH2:3][C:4]1[C:9]2[O:10][CH2:11][O:12][C:8]=2[CH:7]=[C:6]([C:13]#[N:14])[CH:5]=1.[Cl:15][C:16]1[N:21]=[C:20](Cl)[CH:19]=[CH:18][N:17]=1, predict the reaction product. The product is: [Cl:15][C:16]1[N:21]=[C:20]([NH:3][C:4]2[C:9]3[O:10][CH2:11][O:12][C:8]=3[CH:7]=[C:6]([C:13]#[N:14])[CH:5]=2)[CH:19]=[CH:18][N:17]=1. (4) Given the reactants [NH2:1][C@H:2]([C:4]1[N:5]=[C:6]2[S:20][CH:19]=[C:18]([CH3:21])[N:7]2[C:8](=[O:17])[C:9]=1[C:10]1[CH:15]=[CH:14][CH:13]=[C:12]([F:16])[CH:11]=1)[CH3:3].[NH2:22][C:23]1[N:31]=[C:30]2[C:26]([NH:27][CH:28]=[N:29]2)=[C:25](Br)[N:24]=1.C(N(CC)C(C)C)(C)C, predict the reaction product. The product is: [NH2:22][C:23]1[N:31]=[C:30]2[C:26]([N:27]=[CH:28][NH:29]2)=[C:25]([NH:1][C@H:2]([C:4]2[N:5]=[C:6]3[S:20][CH:19]=[C:18]([CH3:21])[N:7]3[C:8](=[O:17])[C:9]=2[C:10]2[CH:15]=[CH:14][CH:13]=[C:12]([F:16])[CH:11]=2)[CH3:3])[N:24]=1. (5) Given the reactants [CH3:1][O:2][C:3]([C:5]1([CH3:16])[C:13]2[C:8](=[CH:9][C:10]([Br:14])=[CH:11][CH:12]=2)[NH:7][C:6]1=O)=[O:4].C1([SiH3])C=CC=CC=1, predict the reaction product. The product is: [CH3:1][O:2][C:3]([C:5]1([CH3:16])[C:13]2[C:8](=[CH:9][C:10]([Br:14])=[CH:11][CH:12]=2)[NH:7][CH2:6]1)=[O:4]. (6) The product is: [NH:18]1[CH:19]=[N:20][C:16]([C:12]2[CH:11]=[C:10]3[C:15](=[CH:14][CH:13]=2)[NH:7][N:8]=[C:9]3[C:40]2[CH:41]=[C:42]([NH:46][C:49](=[O:50])[CH:48]([CH3:52])[CH3:47])[CH:43]=[CH:44][CH:45]=2)=[N:17]1. Given the reactants O1CCCCC1[N:7]1[C:15]2[C:10](=[CH:11][C:12]([C:16]3[N:20]=[CH:19][N:18](C(C4C=CC=CC=4)(C4C=CC=CC=4)C4C=CC=CC=4)[N:17]=3)=[CH:13][CH:14]=2)[C:9]([C:40]2[CH:41]=[C:42]([NH2:46])[CH:43]=[CH:44][CH:45]=2)=[N:8]1.[CH3:47][CH:48]([CH3:52])[C:49](Cl)=[O:50].O.ClCCl, predict the reaction product. (7) Given the reactants [CH2:1]([Li])[CH2:2][CH2:3][CH3:4].[CH3:6]CCCCC.[CH2:12]([N:19]1[CH2:24][CH2:23][C:22](=[O:25])[CH2:21][CH2:20]1)[C:13]1[CH:18]=[CH:17][CH:16]=[CH:15][CH:14]=1.[CH2:26]1[CH2:30][O:29][CH2:28][CH2:27]1, predict the reaction product. The product is: [CH2:12]([N:19]1[CH2:24][CH2:23][C:22]([C:1]2[O:29][C:30]3[CH:26]=[CH:27][CH:28]=[CH:4][C:3]=3[C:2]=2[CH3:6])([OH:25])[CH2:21][CH2:20]1)[C:13]1[CH:14]=[CH:15][CH:16]=[CH:17][CH:18]=1. (8) Given the reactants [CH3:1][C:2]1[N:3]=[C:4]([N:12]2[CH:17]=[CH:16][C:15]([C:18]3[CH:23]=[CH:22][CH:21]=[CH:20][CH:19]=3)=[CH:14][C:13]2=[O:24])[S:5][C:6]=1[C:7]([O:9]CC)=[O:8].[OH-].[Li+].C(O)(=O)C, predict the reaction product. The product is: [CH3:1][C:2]1[N:3]=[C:4]([N:12]2[CH:17]=[CH:16][C:15]([C:18]3[CH:23]=[CH:22][CH:21]=[CH:20][CH:19]=3)=[CH:14][C:13]2=[O:24])[S:5][C:6]=1[C:7]([OH:9])=[O:8]. (9) Given the reactants [CH3:1][C:2]1[N:7]=[C:6]2[S:8][C:9]3[CH2:14][CH2:13][CH2:12][CH2:11][C:10]=3[C:5]2=[C:4]([C:15]2[CH:20]=[CH:19][C:18]([CH3:21])=[CH:17][CH:16]=2)[C:3]=1[CH2:22][C:23]([O:25][CH3:26])=[O:24].[Li+].C[Si]([N-][Si](C)(C)C)(C)C.C1COCC1.I[CH2:43][CH:44]([CH3:46])[CH3:45], predict the reaction product. The product is: [CH3:1][C:2]1[N:7]=[C:6]2[S:8][C:9]3[CH2:14][CH2:13][CH2:12][CH2:11][C:10]=3[C:5]2=[C:4]([C:15]2[CH:16]=[CH:17][C:18]([CH3:21])=[CH:19][CH:20]=2)[C:3]=1[CH:22]([CH2:43][CH:44]([CH3:46])[CH3:45])[C:23]([O:25][CH3:26])=[O:24].